From a dataset of Reaction yield outcomes from USPTO patents with 853,638 reactions. Predict the reaction yield, written as a fraction of the theoretical maximum amount of product (1.0 means a 100% yield; for example, 0.34 means a 34% yield). (1) The reactants are [F:1][CH:2]([F:29])[C:3]1[N:8]=[CH:7][C:6]([CH2:9][O:10][C:11]2[CH:26]=[CH:25][C:14]([CH2:15][NH:16][C:17]3[C:22]([NH2:23])=[CH:21][C:20]([I:24])=[CH:19][N:18]=3)=[CH:13][C:12]=2[O:27][CH3:28])=[CH:5][CH:4]=1.F[CH:31](F)C1N=CC(COC2C=CC(CN)=CC=2OC)=CC=1.C(OCC)(OCC)OCC.O.C1(C)C=CC(S(O)(=O)=O)=CC=1. The catalyst is C(O)C. The product is [F:29][CH:2]([F:1])[C:3]1[N:8]=[CH:7][C:6]([CH2:9][O:10][C:11]2[CH:26]=[CH:25][C:14]([CH2:15][N:16]3[C:17]4=[N:18][CH:19]=[C:20]([I:24])[CH:21]=[C:22]4[N:23]=[CH:31]3)=[CH:13][C:12]=2[O:27][CH3:28])=[CH:5][CH:4]=1. The yield is 0.990. (2) The reactants are [F:1][C:2]1[CH:3]=[C:4]2[C:8](=[CH:9][CH:10]=1)[NH:7][N:6]=[C:5]2[I:11].[C:12]([N:19]1[CH2:23][CH2:22][C@@H:21](O)[CH2:20]1)([O:14][C:15]([CH3:18])([CH3:17])[CH3:16])=[O:13]. No catalyst specified. The product is [F:1][C:2]1[CH:3]=[C:4]2[C:8](=[CH:9][CH:10]=1)[N:7]([C@H:22]1[CH2:21][CH2:20][N:19]([C:12]([O:14][C:15]([CH3:18])([CH3:17])[CH3:16])=[O:13])[CH2:23]1)[N:6]=[C:5]2[I:11]. The yield is 0.320. (3) The reactants are Cl[C:2]1[C:11]2[C:6](=[CH:7][C:8]([O:14][CH3:15])=[C:9]([O:12][CH3:13])[CH:10]=2)[N:5]=[CH:4][CH:3]=1.[Br:16][C:17]1[CH:32]=[C:31]([Br:33])[CH:30]=[C:19]([C:20]([NH:22][C:23]2[CH:28]=[CH:27][C:26]([Br:29])=[CH:25][CH:24]=2)=[O:21])[C:18]=1[OH:34]. The catalyst is CN(C)C1C=CN=CC=1.ClC1C=CC=CC=1Cl. The product is [Br:29][C:26]1[CH:25]=[CH:24][C:23]([NH:22][C:20](=[O:21])[C:19]2[CH:30]=[C:31]([Br:33])[CH:32]=[C:17]([Br:16])[C:18]=2[O:34][C:2]2[C:11]3[C:6](=[CH:7][C:8]([O:14][CH3:15])=[C:9]([O:12][CH3:13])[CH:10]=3)[N:5]=[CH:4][CH:3]=2)=[CH:28][CH:27]=1. The yield is 0.0600. (4) The reactants are [NH:1]1[CH2:9][CH2:8][CH:4]([C:5]([NH2:7])=[O:6])[CH2:3][CH2:2]1.[CH2:10]=O. The catalyst is O.[Pd]. The product is [CH3:10][N:1]1[CH2:9][CH2:8][CH:4]([C:5]([NH2:7])=[O:6])[CH2:3][CH2:2]1. The yield is 0.640.